This data is from Reaction yield outcomes from USPTO patents with 853,638 reactions. The task is: Predict the reaction yield, written as a fraction of the theoretical maximum amount of product (1.0 means a 100% yield; for example, 0.34 means a 34% yield). (1) The reactants are [CH3:1][O:2][CH:3]1[CH2:12][CH2:11][C:10]2[CH:9]=[C:8]([C:13]#[C:14][Si](C)(C)C)[CH:7]=[CH:6][C:5]=2[CH2:4]1.C(=O)([O-])[O-].[K+].[K+]. The catalyst is CO. The product is [CH3:1][O:2][CH:3]1[CH2:12][CH2:11][C:10]2[C:5](=[CH:6][CH:7]=[C:8]([C:13]#[CH:14])[CH:9]=2)[CH2:4]1. The yield is 0.800. (2) The yield is 0.320. The catalyst is C1COCC1.CO. The reactants are [Br:1][C:2]1[CH:3]=[C:4]([NH:23][CH2:24][C:25]2[CH:30]=[CH:29]C=[CH:27][N:26]=2)[CH:5]=[C:6]2[C:11]=1[N:10]=[CH:9][C:8]([C:12]#[N:13])=[C:7]2[NH:14][C:15]1[CH:20]=[CH:19][C:18]([F:21])=[C:17]([Cl:22])[CH:16]=1.[CH3:31][N:32]1C(C)=C(C=O)N=C1.[BH3-]C#N.[Na+]. The product is [Br:1][C:2]1[CH:3]=[C:4]([NH:23][CH2:24][C:25]2[N:26]=[CH:27][N:32]([CH3:31])[C:30]=2[CH3:29])[CH:5]=[C:6]2[C:11]=1[N:10]=[CH:9][C:8]([C:12]#[N:13])=[C:7]2[NH:14][C:15]1[CH:20]=[CH:19][C:18]([F:21])=[C:17]([Cl:22])[CH:16]=1. (3) The reactants are [OH-].[Na+].C([O:5][C:6]([CH:8]1[CH2:13][CH2:12][N:11]([C:14]([NH:16][C:17]2[CH:18]=[CH:19][C:20]3[N:21]([CH:31]([CH3:33])[CH3:32])[C:22]4[C:27]([C:28]=3[C:29]=2[CH3:30])=[CH:26][CH:25]=[CH:24][CH:23]=4)=[O:15])[CH2:10][CH2:9]1)=[O:7])C.Cl. The catalyst is C(O)C. The product is [C:6]([CH:8]1[CH2:13][CH2:12][N:11]([C:14]([NH:16][C:17]2[CH:18]=[CH:19][C:20]3[N:21]([CH:31]([CH3:33])[CH3:32])[C:22]4[C:27]([C:28]=3[C:29]=2[CH3:30])=[CH:26][CH:25]=[CH:24][CH:23]=4)=[O:15])[CH2:10][CH2:9]1)([OH:7])=[O:5]. The yield is 0.980. (4) The reactants are OC1C=CC=CN=1.[C:8]([O:12][C:13](=[O:40])[NH:14][C@H:15]([C@@H:33]1[CH2:37][C@@H:36]([CH3:38])[C:35](=[O:39])[O:34]1)[CH2:16][N:17]1[CH2:22][C:21](=[O:23])[N:20]([C:24]2[CH:29]=[CH:28][CH:27]=[CH:26][C:25]=2[Cl:30])[CH2:19][C:18]1([CH3:32])[CH3:31])([CH3:11])([CH3:10])[CH3:9].[CH3:41][C:42]([CH3:46])([CH3:45])[CH2:43][NH2:44]. The catalyst is O. The product is [C:8]([O:12][C:13](=[O:40])[NH:14][C@@H:15]([CH2:16][N:17]1[CH2:22][C:21](=[O:23])[N:20]([C:24]2[CH:29]=[CH:28][CH:27]=[CH:26][C:25]=2[Cl:30])[CH2:19][C:18]1([CH3:32])[CH3:31])[C@@H:33]([OH:34])[CH2:37][C@H:36]([C:35](=[O:39])[NH:44][CH2:43][C:42]([CH3:46])([CH3:45])[CH3:41])[CH3:38])([CH3:11])([CH3:9])[CH3:10]. The yield is 0.960. (5) The reactants are S(=O)(=O)(O)O.[NH2:6][CH2:7][C:8]#[N:9].[C:10]([C:18]1C=CC=CC=1)(=O)[C:11]1C=CC=C[CH:12]=1.[CH3:24]CN(C(C)C)C(C)C. The catalyst is ClCCl. The product is [N:9]1[C:8]2[CH:18]=[CH:10][CH:11]=[CH:12][C:7]=2[NH:6][CH:24]=1. The yield is 0.820. (6) The reactants are [OH:1][C:2]1[CH:7]=[CH:6][C:5]([N:8]2[C:12]([CH3:14])([CH3:13])[C:11](=[O:15])[N:10]([C:16]3[CH:23]=[CH:22][C:19]([C:20]#[N:21])=[C:18]([C:24]([F:27])([F:26])[F:25])[CH:17]=3)[C:9]2=[S:28])=[CH:4][CH:3]=1.CC(C)(C(=O)[C@H:34]([CH2:36][OH:37])[CH3:35])C=O.N(C(N1CCCCC1)=O)=NC(N1CCCCC1)=[O:43].[CH2:58](P(CCCC)CCCC)[CH2:59][CH2:60]C. The catalyst is CC1C=CC=CC=1. The product is [CH3:58][C:59]1([CH3:60])[O:43][C@@H:34]([CH2:35][O:1][C:2]2[CH:3]=[CH:4][C:5]([N:8]3[C:12]([CH3:14])([CH3:13])[C:11](=[O:15])[N:10]([C:16]4[CH:23]=[CH:22][C:19]([C:20]#[N:21])=[C:18]([C:24]([F:26])([F:27])[F:25])[CH:17]=4)[C:9]3=[S:28])=[CH:6][CH:7]=2)[CH2:36][O:37]1. The yield is 0.781. (7) The reactants are [C:1]1([C:7]2[S:8][CH:9]=[C:10]([CH2:12][CH2:13][CH2:14][CH2:15][CH2:16][C:17](OC)=[O:18])[N:11]=2)[CH:6]=[CH:5][CH:4]=[CH:3][CH:2]=1.CC(C[AlH]CC(C)C)C.CO.[C@H](O)(C([O-])=O)[C@@H](O)C([O-])=O.[Na+].[K+]. The catalyst is ClCCl.C1(C)C=CC=CC=1. The product is [C:1]1([C:7]2[S:8][CH:9]=[C:10]([CH2:12][CH2:13][CH2:14][CH2:15][CH2:16][CH:17]=[O:18])[N:11]=2)[CH:2]=[CH:3][CH:4]=[CH:5][CH:6]=1. The yield is 0.750.